Task: Predict the reactants needed to synthesize the given product.. Dataset: Full USPTO retrosynthesis dataset with 1.9M reactions from patents (1976-2016) Given the product [CH2:22]([O:8][C:7]1[C:4]([O:5][CH3:6])=[CH:3][C:2]([C:1]([OH:14])=[O:13])=[CH:12][C:9]=1[O:10][CH3:11])[CH2:23][CH2:24][CH3:25], predict the reactants needed to synthesize it. The reactants are: [C:1]([O:14]C)(=[O:13])[C:2]1[CH:12]=[C:9]([O:10][CH3:11])[C:7]([OH:8])=[C:4]([O:5][CH3:6])[CH:3]=1.C(=O)([O-])[O-].[K+].[K+].[CH2:22](Br)[CH2:23][CH2:24][CH3:25].